From a dataset of NCI-60 drug combinations with 297,098 pairs across 59 cell lines. Regression. Given two drug SMILES strings and cell line genomic features, predict the synergy score measuring deviation from expected non-interaction effect. (1) Drug 1: CC1=CC2C(CCC3(C2CCC3(C(=O)C)OC(=O)C)C)C4(C1=CC(=O)CC4)C. Drug 2: B(C(CC(C)C)NC(=O)C(CC1=CC=CC=C1)NC(=O)C2=NC=CN=C2)(O)O. Cell line: HCC-2998. Synergy scores: CSS=-3.02, Synergy_ZIP=2.11, Synergy_Bliss=0.823, Synergy_Loewe=-0.431, Synergy_HSA=-2.74. (2) Drug 1: CC1OCC2C(O1)C(C(C(O2)OC3C4COC(=O)C4C(C5=CC6=C(C=C35)OCO6)C7=CC(=C(C(=C7)OC)O)OC)O)O. Drug 2: CC1C(C(=O)NC(C(=O)N2CCCC2C(=O)N(CC(=O)N(C(C(=O)O1)C(C)C)C)C)C(C)C)NC(=O)C3=C4C(=C(C=C3)C)OC5=C(C(=O)C(=C(C5=N4)C(=O)NC6C(OC(=O)C(N(C(=O)CN(C(=O)C7CCCN7C(=O)C(NC6=O)C(C)C)C)C)C(C)C)C)N)C. Cell line: SK-MEL-28. Synergy scores: CSS=4.57, Synergy_ZIP=-0.777, Synergy_Bliss=4.49, Synergy_Loewe=3.80, Synergy_HSA=3.82. (3) Drug 1: CCCCCOC(=O)NC1=NC(=O)N(C=C1F)C2C(C(C(O2)C)O)O. Drug 2: C(CN)CNCCSP(=O)(O)O. Cell line: ACHN. Synergy scores: CSS=-7.03, Synergy_ZIP=8.45, Synergy_Bliss=8.26, Synergy_Loewe=-4.38, Synergy_HSA=-4.53.